Dataset: Reaction yield outcomes from USPTO patents with 853,638 reactions. Task: Predict the reaction yield, written as a fraction of the theoretical maximum amount of product (1.0 means a 100% yield; for example, 0.34 means a 34% yield). (1) The reactants are CN(C)C=O.CC1C=CC(S([O:16][CH2:17][CH2:18][O:19][CH:20]2[CH2:25][CH2:24][CH2:23][CH2:22][O:21]2)(=O)=O)=CC=1.O[CH:27]1[CH2:32][CH2:31][N:30]([C:33]([O:35][CH2:36][C:37]2[CH:42]=[CH:41][CH:40]=[CH:39][CH:38]=2)=[O:34])[CH2:29][CH2:28]1.[H-].[Na+]. The catalyst is O.ClCCl. The product is [O:21]1[CH2:22][CH2:23][CH2:24][CH2:25][CH:20]1[O:19][CH2:18][CH2:17][O:16][CH:27]1[CH2:32][CH2:31][N:30]([C:33]([O:35][CH2:36][C:37]2[CH:38]=[CH:39][CH:40]=[CH:41][CH:42]=2)=[O:34])[CH2:29][CH2:28]1. The yield is 0.950. (2) The reactants are N([O-])=O.[Na+].N[C:6]1[CH:11]=[CH:10][C:9]([N+:12]([O-:14])=[O:13])=[CH:8][C:7]=1[OH:15].C(OCC)(=O)C.[ClH:22]. The catalyst is O.[Cu]Cl. The product is [Cl:22][C:6]1[CH:11]=[CH:10][C:9]([N+:12]([O-:14])=[O:13])=[CH:8][C:7]=1[OH:15]. The yield is 0.920. (3) The reactants are [C:1]12([C:11]3[CH:30]=[CH:29][C:14]([O:15][CH2:16][C:17]4NC5C=CC(C(O)=O)=CC=5N=4)=[CH:13][CH:12]=3)[CH2:10][CH:5]3[CH2:6][CH:7]([CH2:9][CH:3]([CH2:4]3)[CH2:2]1)[CH2:8]2.N1(CCCN)C=CN=C1.CN(C(O[N:48]1N=[N:55][C:50]2[CH:51]=[CH:52][CH:53]=[CH:54][C:49]1=2)=[N+](C)C)C.F[P-](F)(F)(F)(F)F.C[CH2:65][N:66]([CH:70](C)C)[CH:67]([CH3:69])C.C[N:74]([CH:76]=[O:77])C. No catalyst specified. The product is [CH3:70][N:66]([CH3:65])[CH2:67][CH2:69][NH:74][C:76]([C:53]1[CH:52]=[CH:51][C:50]2[NH:55][C:17]([CH2:16][O:15][C:14]3[CH:13]=[CH:12][C:11]([C:1]45[CH2:10][CH:5]6[CH2:6][CH:7]([CH2:9][CH:3]([CH2:4]6)[CH2:2]4)[CH2:8]5)=[CH:30][CH:29]=3)=[N:48][C:49]=2[CH:54]=1)=[O:77]. The yield is 0.337. (4) The reactants are [CH3:1][O:2][C:3]1[CH:4]=[C:5]2[C:10](=[CH:11][CH:12]=1)[C:9]([CH2:13][C:14]1[CH:19]=[CH:18][C:17]([O:20][CH2:21][CH2:22][N:23]3[CH2:28][CH2:27][CH2:26][CH2:25][CH2:24]3)=[CH:16][CH:15]=1)=[C:8](OS(C(F)(F)F)(=O)=O)[CH:7]=[CH:6]2.[F:37][C:38]1[CH:43]=[CH:42][CH:41]=[CH:40][C:39]=1B(O)O.[F-].[Cs+]. The catalyst is Cl[Pd](Cl)([P](C1C=CC=CC=1)(C1C=CC=CC=1)C1C=CC=CC=1)[P](C1C=CC=CC=1)(C1C=CC=CC=1)C1C=CC=CC=1. The product is [F:37][C:38]1[CH:43]=[CH:42][CH:41]=[CH:40][C:39]=1[C:8]1[CH:7]=[CH:6][C:5]2[C:10](=[CH:11][CH:12]=[C:3]([O:2][CH3:1])[CH:4]=2)[C:9]=1[CH2:13][C:14]1[CH:19]=[CH:18][C:17]([O:20][CH2:21][CH2:22][N:23]2[CH2:28][CH2:27][CH2:26][CH2:25][CH2:24]2)=[CH:16][CH:15]=1. The yield is 0.630. (5) The product is [CH2:13]([C:15]1[N:16]([C:40]2[CH:45]=[CH:44][C:43]([O:46][C@@H:47]3[CH2:52][CH2:51][CH2:50][CH2:49][C@H:48]3[OH:53])=[CH:42][CH:41]=2)[C:17](=[O:39])[C:18]([CH2:24][C:25]2[CH:26]=[CH:27][C:28]([C:31]3[CH:36]=[CH:35][CH:34]=[CH:33][C:32]=3[C:37]3[NH:3][C:4](=[O:7])[O:5][N:38]=3)=[CH:29][CH:30]=2)=[C:19]([CH2:21][CH2:22][CH3:23])[N:20]=1)[CH3:14]. The catalyst is O. The yield is 0.550. The reactants are [Cl-].O[NH3+:3].[C:4](=[O:7])([O-])[OH:5].[Na+].CS(C)=O.[CH2:13]([C:15]1[N:16]([C:40]2[CH:45]=[CH:44][C:43]([O:46][C@@H:47]3[CH2:52][CH2:51][CH2:50][CH2:49][C@H:48]3[OH:53])=[CH:42][CH:41]=2)[C:17](=[O:39])[C:18]([CH2:24][C:25]2[CH:30]=[CH:29][C:28]([C:31]3[C:32]([C:37]#[N:38])=[CH:33][CH:34]=[CH:35][CH:36]=3)=[CH:27][CH:26]=2)=[C:19]([CH2:21][CH2:22][CH3:23])[N:20]=1)[CH3:14]. (6) The reactants are [NH2:1][C:2]1[N:6]([CH3:7])[NH:5][C:4](=[O:8])[CH:3]=1.[Br:9][C:10]1[CH:11]=[C:12]([CH:15]=[CH:16][C:17]=1[F:18])[CH:13]=O.[C:19]1(=O)[CH2:23][CH2:22][C:21](=[O:24])[CH2:20]1. The catalyst is C(O)C. The product is [Br:9][C:10]1[CH:11]=[C:12]([CH:13]2[C:3]3[C:4](=[O:8])[NH:5][N:6]([CH3:7])[C:2]=3[NH:1][C:19]3[CH2:23][CH2:22][C:21](=[O:24])[C:20]2=3)[CH:15]=[CH:16][C:17]=1[F:18]. The yield is 0.790.